Dataset: Reaction yield outcomes from USPTO patents with 853,638 reactions. Task: Predict the reaction yield, written as a fraction of the theoretical maximum amount of product (1.0 means a 100% yield; for example, 0.34 means a 34% yield). (1) The reactants are [O:1]1[CH2:6][CH2:5][N:4]([C:7]([C:9]2[CH:14]=[CH:13][C:12]([O:15]C)=[C:11]([F:17])[CH:10]=2)=[O:8])[C:3]2[CH:18]=[N:19][CH:20]=[CH:21][C:2]1=2.B(Br)(Br)Br.CCCCCC.O. The catalyst is ClCCl. The product is [O:1]1[CH2:6][CH2:5][N:4]([C:7]([C:9]2[CH:14]=[CH:13][C:12]([OH:15])=[C:11]([F:17])[CH:10]=2)=[O:8])[C:3]2[CH:18]=[N:19][CH:20]=[CH:21][C:2]1=2. The yield is 0.280. (2) The yield is 0.482. The catalyst is CO. The product is [O:13]1[CH2:14][CH2:15][N:10]([CH2:5][C:4]2[CH:3]=[C:2]([OH:1])[CH:9]=[CH:8][CH:7]=2)[CH2:11][CH2:12]1. The reactants are [OH:1][C:2]1[CH:3]=[C:4]([CH:7]=[CH:8][CH:9]=1)[CH:5]=O.[NH:10]1[CH2:15][CH2:14][O:13][CH2:12][CH2:11]1.[BH4-].[Na+]. (3) The reactants are C(NCC)C.CC(O)(C)C.Br[CH2:12][C:13]([C:15]1[CH:20]=[CH:19][C:18]([Br:21])=[CH:17][CH:16]=1)=[O:14].[Br:22][C:23]1[CH:28]=[CH:27][C:26]([C:29](=[O:31])[CH3:30])=[CH:25][CH:24]=1. The catalyst is C1C=CC=CC=1.[Cl-].[Zn+2].[Cl-]. The product is [Br:21][C:18]1[CH:19]=[CH:20][C:15]([C:13](=[O:14])[CH2:12][CH2:30][C:29]([C:26]2[CH:27]=[CH:28][C:23]([Br:22])=[CH:24][CH:25]=2)=[O:31])=[CH:16][CH:17]=1. The yield is 0.391. (4) The reactants are [Cl:1][C:2]1[CH:11]=[C:10]([Cl:12])[C:9]2[C:4](=[CH:5][CH:6]=[CH:7][CH:8]=2)[C:3]=1[OH:13].F[C:15]1[CH:20]=[CH:19][CH:18]=[CH:17][C:16]=1[N+:21]([O-:23])=[O:22].[Cl:24][C:25]1[CH:34]=[C:33]([Cl:35])[C:32]2[C:27](=[CH:28][CH:29]=[CH:30][CH:31]=2)[C:26]=1[O:36][C:37]1[CH:43]=[CH:42][CH:41]=[CH:40][C:38]=1[NH2:39].[NH2:44][C:45]1[S:46][CH:47]=[CH:48][N:49]=1. No catalyst specified. The product is [Cl:1][C:2]1[CH:11]=[C:10]([Cl:12])[C:9]2[C:4](=[CH:5][CH:6]=[CH:7][CH:8]=2)[C:3]=1[O:13][C:15]1[CH:20]=[CH:19][CH:18]=[CH:17][C:16]=1[N+:21]([O-:23])=[O:22].[Cl:24][C:25]1[CH:34]=[C:33]([Cl:35])[C:32]2[C:27](=[CH:28][CH:29]=[CH:30][CH:31]=2)[C:26]=1[O:36][C:37]1[CH:43]=[CH:42][CH:41]=[CH:40][C:38]=1[NH:39][C:3]([NH:44][C:45]1[S:46][CH:47]=[CH:48][N:49]=1)=[O:13]. The yield is 0.600. (5) The reactants are [O:1]1[C:10]2[CH:9]=[C:8]([CH2:11][OH:12])[N:7]=[CH:6][C:5]=2[O:4][CH2:3][CH2:2]1. The catalyst is ClCCl.[O-2].[O-2].[Mn+4]. The product is [O:1]1[C:10]2[CH:9]=[C:8]([CH:11]=[O:12])[N:7]=[CH:6][C:5]=2[O:4][CH2:3][CH2:2]1. The yield is 0.610. (6) The reactants are [C:1]([N:4]1[C:12]2[C:7](=[CH:8][C:9]([NH2:13])=[CH:10][CH:11]=2)[C:6]([NH:14][C:15](=[O:17])[CH3:16])=[N:5]1)(=[O:3])[CH3:2].[CH2:18]=[C:19]1[O:23][C:21](=[O:22])[CH2:20]1. The catalyst is C(#N)C. The product is [C:1]([N:4]1[C:12]2[C:7](=[CH:8][C:9]([NH:13][C:21](=[O:22])[CH2:20][C:19](=[O:23])[CH3:18])=[CH:10][CH:11]=2)[C:6]([NH:14][C:15](=[O:17])[CH3:16])=[N:5]1)(=[O:3])[CH3:2]. The yield is 0.730. (7) The reactants are [N:1]1([C:11]([O:13][C:14]([CH3:17])([CH3:16])[CH3:15])=[O:12])[CH2:6][CH2:5][NH:4][CH2:3][CH:2]1[C:7]([O:9][CH3:10])=[O:8].[CH:18]1[CH:23]=[CH:22][C:21]([CH2:24]Br)=[CH:20][CH:19]=1.C(N(CC)CC)C. The catalyst is C(#N)C. The product is [CH2:24]([N:4]1[CH2:5][CH2:6][N:1]([C:11]([O:13][C:14]([CH3:17])([CH3:16])[CH3:15])=[O:12])[CH:2]([C:7]([O:9][CH3:10])=[O:8])[CH2:3]1)[C:21]1[CH:22]=[CH:23][CH:18]=[CH:19][CH:20]=1. The yield is 0.660.